This data is from Full USPTO retrosynthesis dataset with 1.9M reactions from patents (1976-2016). The task is: Predict the reactants needed to synthesize the given product. (1) Given the product [Cl:26][C:25]1[C:20]2[N:19]=[C:18]3[N:13]([C:10]4[CH:11]=[CH:12][C:7]([NH:42][CH:39]5[CH2:41][CH2:40]5)=[N:8][C:9]=4[CH3:36])[CH2:14][CH2:15][CH2:16][N:17]3[C:21]=2[C:22]([CH:27]([O:32][CH:33]([F:35])[F:34])[C:28]([F:29])([F:30])[F:31])=[CH:23][CH:24]=1, predict the reactants needed to synthesize it. The reactants are: FC(F)(F)S(O[C:7]1[CH:12]=[CH:11][C:10]([N:13]2[C:18]3=[N:19][C:20]4[C:25]([Cl:26])=[CH:24][CH:23]=[C:22]([CH:27]([O:32][CH:33]([F:35])[F:34])[C:28]([F:31])([F:30])[F:29])[C:21]=4[N:17]3[CH2:16][CH2:15][CH2:14]2)=[C:9]([CH3:36])[N:8]=1)(=O)=O.[CH:39]1([NH2:42])[CH2:41][CH2:40]1. (2) Given the product [CH3:33][N:34]([CH3:42])[C:5](=[O:7])[C:4]1[CH:8]=[C:9]([C:11]2[C:15]3[C:16]([NH:20][CH:21]4[CH2:26][CH2:25][O:24][CH2:23][CH2:22]4)=[N:17][CH:18]=[CH:19][C:14]=3[NH:13][N:12]=2)[N:10]=[C:2]([CH3:1])[CH:3]=1, predict the reactants needed to synthesize it. The reactants are: [CH3:1][C:2]1[CH:3]=[C:4]([CH:8]=[C:9]([C:11]2[C:15]3[C:16]([NH:20][CH:21]4[CH2:26][CH2:25][O:24][CH2:23][CH2:22]4)=[N:17][CH:18]=[CH:19][C:14]=3[NH:13][N:12]=2)[N:10]=1)[C:5]([OH:7])=O.COC1C=CC([CH2:33][N:34]2[C:42]3C=CN=C(NC4CCOCC4)C=3C(C3C=C(C=C(C)N=3)C(OCC)=O)=N2)=CC=1. (3) Given the product [Cl:18][C:19]1[CH:24]=[CH:23][C:22]([O:28][CH3:29])=[C:21]([C:2]2[CH:11]=[C:10]3[C:5]([CH:6]=[C:7]([NH:12][C:13]([CH:15]4[CH2:17][CH2:16]4)=[O:14])[N:8]=[CH:9]3)=[CH:4][CH:3]=2)[CH:20]=1, predict the reactants needed to synthesize it. The reactants are: Br[C:2]1[CH:11]=[C:10]2[C:5]([CH:6]=[C:7]([NH:12][C:13]([CH:15]3[CH2:17][CH2:16]3)=[O:14])[N:8]=[CH:9]2)=[CH:4][CH:3]=1.[Cl:18][C:19]1[CH:20]=[CH:21][C:22]([O:28][CH3:29])=[C:23](B(O)O)[CH:24]=1.C(=O)([O-])[O-].[Cs+].[Cs+]. (4) Given the product [Cl:29][C:27]1[C:26]([S:30][CH2:31][C:32]2[CH:33]=[CH:34][C:35]([C:38]3[CH:39]=[CH:40][C:41]([C:44]([F:45])([F:46])[F:47])=[CH:42][CH:43]=3)=[CH:36][CH:37]=2)=[CH:25][C:24]([CH3:48])=[C:23]([CH:28]=1)[O:22][CH2:21][C:20]([OH:49])=[O:19], predict the reactants needed to synthesize it. The reactants are: COC(=O)COC1C=C(Cl)C(SC#N)=CC=1C.C[O:19][C:20](=[O:49])[CH2:21][O:22][C:23]1[CH:28]=[C:27]([Cl:29])[C:26]([S:30][CH2:31][C:32]2[CH:37]=[CH:36][C:35]([C:38]3[CH:43]=[CH:42][C:41]([C:44]([F:47])([F:46])[F:45])=[CH:40][CH:39]=3)=[CH:34][CH:33]=2)=[CH:25][C:24]=1[CH3:48]. (5) Given the product [O:50]=[S:47]1(=[O:51])[CH2:48][CH2:49][N:44]([CH2:43][CH2:42][NH:1][C@:2]23[CH2:37][CH2:36][C@@H:35]([CH:38]([CH3:40])[CH3:39])[C@@H:3]2[C@@H:4]2[C@@:17]([CH3:20])([CH2:18][CH2:19]3)[C@@:16]3([CH3:21])[C@@H:7]([C@:8]4([CH3:34])[C@@H:13]([CH2:14][CH2:15]3)[C:12]([CH3:22])([CH3:23])[C@@H:11]([C:24]3[CH:25]=[CH:26][C:27]([C:28]([O:30][CH3:31])=[O:29])=[CH:32][CH:33]=3)[CH2:10][CH2:9]4)[CH2:6][CH2:5]2)[CH2:45][CH2:46]1, predict the reactants needed to synthesize it. The reactants are: [NH2:1][C@:2]12[CH2:37][CH2:36][C@@H:35]([CH:38]([CH3:40])[CH3:39])[C@@H:3]1[C@@H:4]1[C@@:17]([CH3:20])([CH2:18][CH2:19]2)[C@@:16]2([CH3:21])[C@@H:7]([C@:8]3([CH3:34])[C@@H:13]([CH2:14][CH2:15]2)[C:12]([CH3:23])([CH3:22])[C@@H:11]([C:24]2[CH:33]=[CH:32][C:27]([C:28]([O:30][CH3:31])=[O:29])=[CH:26][CH:25]=2)[CH2:10][CH2:9]3)[CH2:6][CH2:5]1.Cl[CH2:42][CH2:43][N:44]1[CH2:49][CH2:48][S:47](=[O:51])(=[O:50])[CH2:46][CH2:45]1.P([O-])([O-])([O-])=O.[K+].[K+].[K+].[I-].[K+]. (6) Given the product [N+:1]([C:4]1[CH:5]=[CH:6][C:7]([C:8]([O:10][CH:55]([CH2:56][CH2:57][CH3:58])[C@@H:53]([NH:52][C:51]([O:50][C:46]([CH3:49])([CH3:48])[CH3:47])=[O:60])[CH3:54])=[O:9])=[CH:11][CH:12]=1)([O-:3])=[O:2], predict the reactants needed to synthesize it. The reactants are: [N+:1]([C:4]1[CH:12]=[CH:11][C:7]([C:8]([O-:10])=[O:9])=[CH:6][CH:5]=1)([O-:3])=[O:2].C1(P(C2C=CC=CC=2)C2C=CC=CC=2)C=CC=CC=1.N(C(OC(C)C)=O)=NC(OC(C)C)=O.[C:46]([O:50][C:51](=[O:60])[NH:52][C@H:53]([CH:55](O)[CH2:56][CH2:57][CH3:58])[CH3:54])([CH3:49])([CH3:48])[CH3:47].